Dataset: NCI-60 drug combinations with 297,098 pairs across 59 cell lines. Task: Regression. Given two drug SMILES strings and cell line genomic features, predict the synergy score measuring deviation from expected non-interaction effect. (1) Drug 1: C1=NC(=NC(=O)N1C2C(C(C(O2)CO)O)O)N. Drug 2: C(=O)(N)NO. Cell line: OVCAR3. Synergy scores: CSS=-2.69, Synergy_ZIP=0.554, Synergy_Bliss=6.88, Synergy_Loewe=-1.30, Synergy_HSA=-0.384. (2) Drug 1: C1CN(CCN1C(=O)CCBr)C(=O)CCBr. Drug 2: CC1C(C(CC(O1)OC2CC(CC3=C2C(=C4C(=C3O)C(=O)C5=CC=CC=C5C4=O)O)(C(=O)C)O)N)O. Cell line: SR. Synergy scores: CSS=42.4, Synergy_ZIP=-6.38, Synergy_Bliss=-8.40, Synergy_Loewe=-5.93, Synergy_HSA=-1.79. (3) Drug 1: CC(C)NC(=O)C1=CC=C(C=C1)CNNC.Cl. Drug 2: COCCOC1=C(C=C2C(=C1)C(=NC=N2)NC3=CC=CC(=C3)C#C)OCCOC.Cl. Cell line: ACHN. Synergy scores: CSS=20.0, Synergy_ZIP=1.76, Synergy_Bliss=0.446, Synergy_Loewe=-15.2, Synergy_HSA=-1.08. (4) Drug 1: C1=CC(=CC=C1CC(C(=O)O)N)N(CCCl)CCCl.Cl. Drug 2: C1C(C(OC1N2C=NC(=NC2=O)N)CO)O. Cell line: M14. Synergy scores: CSS=13.5, Synergy_ZIP=1.22, Synergy_Bliss=9.02, Synergy_Loewe=3.65, Synergy_HSA=4.90. (5) Drug 1: CC1OCC2C(O1)C(C(C(O2)OC3C4COC(=O)C4C(C5=CC6=C(C=C35)OCO6)C7=CC(=C(C(=C7)OC)O)OC)O)O. Drug 2: CCCCC(=O)OCC(=O)C1(CC(C2=C(C1)C(=C3C(=C2O)C(=O)C4=C(C3=O)C=CC=C4OC)O)OC5CC(C(C(O5)C)O)NC(=O)C(F)(F)F)O. Cell line: SF-295. Synergy scores: CSS=43.4, Synergy_ZIP=-1.34, Synergy_Bliss=-0.325, Synergy_Loewe=1.58, Synergy_HSA=1.34. (6) Drug 1: C1C(C(OC1N2C=C(C(=O)NC2=O)F)CO)O. Drug 2: CN(C(=O)NC(C=O)C(C(C(CO)O)O)O)N=O. Cell line: SNB-75. Synergy scores: CSS=17.0, Synergy_ZIP=-5.09, Synergy_Bliss=-2.87, Synergy_Loewe=-53.5, Synergy_HSA=-1.70. (7) Drug 1: CCC1=CC2CC(C3=C(CN(C2)C1)C4=CC=CC=C4N3)(C5=C(C=C6C(=C5)C78CCN9C7C(C=CC9)(C(C(C8N6C)(C(=O)OC)O)OC(=O)C)CC)OC)C(=O)OC.C(C(C(=O)O)O)(C(=O)O)O. Drug 2: CC1=C(C(=O)C2=C(C1=O)N3CC4C(C3(C2COC(=O)N)OC)N4)N. Cell line: HOP-62. Synergy scores: CSS=50.2, Synergy_ZIP=-1.85, Synergy_Bliss=-2.33, Synergy_Loewe=-8.48, Synergy_HSA=1.66. (8) Drug 1: CC1=C(C(CCC1)(C)C)C=CC(=CC=CC(=CC(=O)O)C)C. Drug 2: CS(=O)(=O)CCNCC1=CC=C(O1)C2=CC3=C(C=C2)N=CN=C3NC4=CC(=C(C=C4)OCC5=CC(=CC=C5)F)Cl. Cell line: LOX IMVI. Synergy scores: CSS=-7.67, Synergy_ZIP=5.56, Synergy_Bliss=2.41, Synergy_Loewe=-9.30, Synergy_HSA=-8.62.